This data is from Catalyst prediction with 721,799 reactions and 888 catalyst types from USPTO. The task is: Predict which catalyst facilitates the given reaction. Reactant: C([Si](C)(C)[O:6][C@H:7]1[CH2:12][CH2:11][C@H:10]([N:13]2[CH2:18][CH2:17][CH2:16][CH:15]([CH2:19][C:20]3[CH:25]=[CH:24][C:23]([C:26]4[CH:27]=[N:28][CH:29]=[CH:30][CH:31]=4)=[CH:22][C:21]=3[Cl:32])[C:14]2=[O:33])[CH2:9][CH2:8]1)(C)(C)C. Product: [Cl:32][C:21]1[CH:22]=[C:23]([C:26]2[CH:27]=[N:28][CH:29]=[CH:30][CH:31]=2)[CH:24]=[CH:25][C:20]=1[CH2:19][CH:15]1[CH2:16][CH2:17][CH2:18][N:13]([C@H:10]2[CH2:11][CH2:12][C@H:7]([OH:6])[CH2:8][CH2:9]2)[C:14]1=[O:33]. The catalyst class is: 5.